This data is from Forward reaction prediction with 1.9M reactions from USPTO patents (1976-2016). The task is: Predict the product of the given reaction. (1) The product is: [CH3:1][C:2]1[CH:7]=[CH:6][C:5]([S:8]([O:11][CH2:12][CH:13]2[CH:22]=[CH:21][C:20]3[C:15](=[C:16]([C:27]4[CH:28]=[CH:29][CH:30]=[CH:31][C:26]=4[Cl:25])[CH:17]=[C:18]([F:23])[CH:19]=3)[O:14]2)(=[O:10])=[O:9])=[CH:4][CH:3]=1. Given the reactants [CH3:1][C:2]1[CH:7]=[CH:6][C:5]([S:8]([O:11][CH2:12][CH:13]2[CH:22]=[CH:21][C:20]3[C:15](=[C:16](Br)[CH:17]=[C:18]([F:23])[CH:19]=3)[O:14]2)(=[O:10])=[O:9])=[CH:4][CH:3]=1.[Cl:25][C:26]1[CH:31]=[CH:30][CH:29]=[CH:28][C:27]=1B(O)O.C(=O)([O-])[O-].[K+].[K+], predict the reaction product. (2) Given the reactants [I:1][C:2]1[CH:11]=[C:10]2[C:5]([CH:6]=[C:7]([C:16]([O:18]CC)=[O:17])[CH:8]([C:12]([F:15])([F:14])[F:13])[O:9]2)=[CH:4][CH:3]=1.[OH-].[Na+], predict the reaction product. The product is: [I:1][C:2]1[CH:11]=[C:10]2[C:5]([CH:6]=[C:7]([C:16]([OH:18])=[O:17])[CH:8]([C:12]([F:14])([F:13])[F:15])[O:9]2)=[CH:4][CH:3]=1.